From a dataset of Full USPTO retrosynthesis dataset with 1.9M reactions from patents (1976-2016). Predict the reactants needed to synthesize the given product. Given the product [C:1]([O:5][C:6](=[O:41])[NH:7][C@H:8]1[CH2:9][CH2:10][C@H:11]([CH2:14][CH:15]([OH:16])[CH2:19][C:20]2[C:29]3[C:24](=[CH:25][CH:26]=[C:27]([O:30][CH3:31])[N:28]=3)[N:23]=[CH:22][C:21]=2[OH:32])[CH2:12][CH2:13]1)([CH3:4])([CH3:2])[CH3:3], predict the reactants needed to synthesize it. The reactants are: [C:1]([O:5][C:6](=[O:41])[NH:7][C@H:8]1[CH2:13][CH2:12][C@H:11]([CH2:14][CH:15]2[CH:19]([C:20]3[C:29]4[C:24](=[CH:25][CH:26]=[C:27]([O:30][CH3:31])[N:28]=4)[N:23]=[CH:22][C:21]=3[O:32]CC3C=CC=CC=3)OC(=O)[O:16]2)[CH2:10][CH2:9]1)([CH3:4])([CH3:3])[CH3:2].